This data is from Catalyst prediction with 721,799 reactions and 888 catalyst types from USPTO. The task is: Predict which catalyst facilitates the given reaction. (1) Reactant: COC[O:4][C:5]1C=CC2[C:7](=CC=CC=2)[C:6]=1C1C2C(=CC=CC=2)CC([Si](C2C=CC=CC=2)(C2C=CC=CC=2)C2C=CC=CC=2)N1C.CN(CCN(C)C)C.C([Li])CCC.CN1CCC2C(=CC=CC=2)C1.[Si](Cl)([C:82]1[CH:87]=[CH:86][CH:85]=[CH:84][CH:83]=1)([C:82]1[CH:87]=[CH:86][CH:85]=[CH:84][CH:83]=1)[C:82]1[CH:87]=[CH:86][CH:85]=[CH:84][CH:83]=1. Product: [C:82]1([CH:5]([OH:4])[CH2:6][CH3:7])[CH:83]=[CH:84][CH:85]=[CH:86][CH:87]=1. The catalyst class is: 27. (2) Reactant: [CH3:1][O:2][C:3](=[O:15])[C:4]1[CH:13]=[C:12]([OH:14])[CH:11]=[C:6]([C:7]([O:9][CH3:10])=[O:8])[CH:5]=1.[CH2:16](Br)[CH:17]=[CH2:18].C(=O)([O-])[O-].[K+].[K+]. Product: [CH3:10][O:9][C:7](=[O:8])[C:6]1[CH:11]=[C:12]([O:14][CH2:18][CH:17]=[CH2:16])[CH:13]=[C:4]([C:3]([O:2][CH3:1])=[O:15])[CH:5]=1. The catalyst class is: 21. (3) Reactant: [N:1]1[CH:6]=[CH:5][N:4]=[CH:3][C:2]=1C(O)=O.[O:10]1[CH2:14]CCC1.CC[N:17](C(C)C)C(C)C.[F:24][C:25]([F:46])([F:45])[CH:26]1[CH2:31][CH2:30][CH2:29][N:28]([C:32]2[CH:33]=[CH:34][C:35]3[N:42]4[CH2:43][C@H:38]([CH2:39][CH2:40][CH2:41]4)[NH:37][C:36]=3[N:44]=2)[CH2:27]1. Product: [N:1]1[CH:6]=[CH:5][N:4]=[CH:3][C:2]=1[NH:17][C:14]([N:37]1[C@@H:38]2[CH2:43][N:42]([CH2:41][CH2:40][CH2:39]2)[C:35]2[CH:34]=[CH:33][C:32]([N:28]3[CH2:29][CH2:30][CH2:31][CH:26]([C:25]([F:24])([F:45])[F:46])[CH2:27]3)=[N:44][C:36]1=2)=[O:10]. The catalyst class is: 69. (4) Reactant: Br[C:2]1[CH:3]=[C:4]([CH:8]2[C:13](=[O:14])[NH:12][C:11]3[CH:15]=[CH:16][CH:17]=[CH:18][C:10]=3[O:9]2)[CH:5]=[CH:6][CH:7]=1.O.[CH3:20][N:21](C=O)C. Product: [C:20]([C:2]1[CH:3]=[C:4]([CH:8]2[C:13](=[O:14])[NH:12][C:11]3[CH:15]=[CH:16][CH:17]=[CH:18][C:10]=3[O:9]2)[CH:5]=[CH:6][CH:7]=1)#[N:21]. The catalyst class is: 507. (5) Reactant: [C:1]([O:5][C:6]([N:8]1[CH2:12][CH:11]([F:13])[C:10]([CH3:15])([CH3:14])[CH:9]1[CH:16]=O)=[O:7])([CH3:4])([CH3:3])[CH3:2].C1(P(=[CH:37][C:38]([O:40][CH2:41][CH3:42])=[O:39])(C2C=CC=CC=2)C2C=CC=CC=2)C=CC=CC=1. Product: [C:1]([O:5][C:6]([N:8]1[CH2:12][CH:11]([F:13])[C:10]([CH3:14])([CH3:15])[CH:9]1[CH:16]=[CH:37][C:38]([O:40][CH2:41][CH3:42])=[O:39])=[O:7])([CH3:2])([CH3:3])[CH3:4]. The catalyst class is: 2.